Dataset: B-cell epitopes from PDB crystal structures with 447 antigens. Task: Token-level Classification. Given an antigen amino acid sequence, predict which amino acid positions are active epitope sites capable of antibody binding. Output is a list of indices for active positions. (1) The epitope positions are: [4, 7, 8, 20, 40, 41, 42, 43, 44, 45, 46, 47, 48, 49, 50, 52, 53, 54, 56, 57... (30 total positions)]. The amino acids at these positions are: RIEGLINVSGCSAIETQRLSHVSLKKFREG. Given the antigen sequence: STALRELIEELVNITQPLCNGSMVWSINLTAGMYCAALESLINVSGCSAIEKTQRMLSGFCPHKVSAGQFSSLHVRDTKIEVAQFVKDLLLHLKKLFREGR, which amino acid positions are active epitope sites? (2) Given the antigen sequence: ECTVTGFLRDKLQYRSRLQYMKHYFPINYKISVPYEGVFRIANVTRLQRAQVSERELRYLWVLVSLSATESVQDVLLEGHPSWKYLQEVETLLLNVQQGLTDVEVSPKVESVLSLLNAPGLKLVRPKALLDNCFRVMELLYCSCCKQSSVLNWQDCE, which amino acid positions are active epitope sites? The epitope positions are: [13, 14, 21, 26, 27, 69, 70, 72, 73, 74, 75, 76, 77, 82, 83, 86, 89, 93, 118]. The amino acids at these positions are: YRKINESQDVLLEWKQELP. (3) Given the antigen sequence: EVVLVNVTENFNWCKNDMVEQMHEDICSLWDQSLKPCVKLTPLCVGAGSCNTSVITQACPKVSFEPIPIHYCAPAGFAILKCNNKTFNGTGPCTNVSTVQCTHGIRPVVSSQLLLNGSLAEEEVVIRSCNFTDNAKTIIVQLNTSVEINCTGAGHCNIARAKWNNTLKQIASKLREQFGNNKTIIFKQSSGGDPEIVTHWFNCGGEFFYCNSTQLFNSTWFNSGSDTITLPCRIKQIINMWCKVGKMMYAPPISGQIRCSSNITGLLLTRDGGNSNNESEIFRPGGGDMRDNWRSELYKYKVVKIE, which amino acid positions are active epitope sites? The epitope positions are: [134, 136, 189, 190, 191, 192, 193, 194, 195, 196, 197, 208, 232, 234, 238, 287]. The amino acids at these positions are: ATSGGDPEIVTYRKND. (4) Given the antigen sequence: KVFGRCELAAAMKRHGLDNYRGYSLGNWVCAAKFESNFNTQATNRNTDGSTDYGILQINSRWWCNDGRTPGSRNLCNIPCSALLSSDITASVNCAKKIVSDGNGMNAWVAWRNRCKGTDVQAWIRGC, which amino acid positions are active epitope sites? The epitope positions are: [20, 21, 22, 100, 101, 102, 103, 105, 108, 110, 111, 112, 115, 116]. The amino acids at these positions are: RGYDGNGNVWRNKG. (5) Given the antigen sequence: TPPTVKILQSSCDGGGHFPPTIQLLCLVSGYTPGTIQITWLEDGQVMDVDLSTASTTQEGELASTQSELTLSQKHWLSDRTYTCQVTYQGHTFEDSTKKCADSNPRGVSAYLSRPSPFDLFIRKSPTITCLVVDLAPSKGTVQLTWSRASGKPVNHSTRKEEKQRNGTLTVTSTLPVGTRDWIEGETYQCRVTHPHLPRALMRSTTKTSGPRAAPEVYAFATPEWPGSRDKRTLACLIQNFMPEDISVQWLHNEVQLPDARHSTTQPRKTKGSGFFVFSRLEVTRAEWEQKDEFICRAVHEAASPSQTVQRAVSV, which amino acid positions are active epitope sites? The epitope positions are: [72, 73, 74, 75, 76, 77, 78, 79, 80, 98, 100, 102, 103, 104, 105, 106, 135, 136, 137, 138... (35 total positions)]. The amino acids at these positions are: QKHWLSDRTKASNPRGAPSKGEKQRNGTLH.... (6) Given the antigen sequence: FTPPTVKILQSSCDGGGHFPPTIQLLCLVSGYTPGTIQITWLEDGQVMDVDLSTASTTQEGELASTQSELTLSQKHWLSDRTYTCQVTYQGHTFEDSTKKCADSNPRGVSAYLSRPSPFDLFIRKSPTITCLVVDLAPSKGTVQLTWSRASGKPVNHSTRKEEKQRNGTLTVTSTLPVGTRDWIEGETYQCRVTHPHLPRALMRSTTKTSGPRAAPEVYAFATPEWPGSRDKRTLACLIQNFMPEDISVQWLHNEVQLPDARHSTTQPRKTKGSGFFVFSRLEVTRAEWEQKDEFICRAVHEAASPSQTVQRAVSVN, which amino acid positions are active epitope sites? The epitope positions are: [72, 73, 74, 76, 77, 78, 79, 98, 99, 102, 103, 104, 105, 135, 136, 137, 138, 161, 162, 163... (30 total positions)]. The amino acids at these positions are: SQKWLSDKKDSNPLAPSEEKQRNGPHPRMR. (7) The epitope positions are: [0, 1, 2, 3, 4, 5, 9, 11, 12, 13, 15, 44, 46, 48, 96, 97, 98]. The amino acids at these positions are: HRGEFSSSVWGYFTTAC. Given the antigen sequence: HRGEFSVCDSVSVWVGDKTTATDIKGKEVMVLGEVNINNSVFKQYFFETKCRDPNVDGCRGIDSKHWNSYCTTTHTFVKALTMDGKQAAWRFIRIDTACVCVLSRK, which amino acid positions are active epitope sites?